Dataset: Catalyst prediction with 721,799 reactions and 888 catalyst types from USPTO. Task: Predict which catalyst facilitates the given reaction. (1) Reactant: [CH2:1]([OH:3])[CH3:2].[H-].[Na+].[C:6]([C:8]1[CH:9]=[C:10]([C:15]2[O:19][N:18]=[C:17]([C:20]3[CH:37]=[CH:36][C:23]4[CH2:24][CH2:25][N:26]([C:29]([O:31][C:32]([CH3:35])([CH3:34])[CH3:33])=[O:30])[CH2:27][CH2:28][C:22]=4[CH:21]=3)[N:16]=2)[CH:11]=[CH:12][C:13]=1F)#[N:7]. Product: [C:6]([C:8]1[CH:9]=[C:10]([C:15]2[O:19][N:18]=[C:17]([C:20]3[CH:37]=[CH:36][C:23]4[CH2:24][CH2:25][N:26]([C:29]([O:31][C:32]([CH3:35])([CH3:34])[CH3:33])=[O:30])[CH2:27][CH2:28][C:22]=4[CH:21]=3)[N:16]=2)[CH:11]=[CH:12][C:13]=1[O:3][CH2:1][CH3:2])#[N:7]. The catalyst class is: 3. (2) The catalyst class is: 3. Product: [F:1][C:2]([F:21])([F:22])[C:3]1[CH:20]=[CH:19][C:6]([CH2:7][O:8][N:9]=[C:10]([C:12]2[CH:17]=[CH:16][C:15]([O:18][CH2:24][C:25]3[O:29][C:28]([CH:30]=[O:31])=[CH:27][CH:26]=3)=[CH:14][CH:13]=2)[CH3:11])=[CH:5][CH:4]=1. Reactant: [F:1][C:2]([F:22])([F:21])[C:3]1[CH:20]=[CH:19][C:6]([CH2:7][O:8][N:9]=[C:10]([C:12]2[CH:17]=[CH:16][C:15]([OH:18])=[CH:14][CH:13]=2)[CH3:11])=[CH:5][CH:4]=1.Cl[CH2:24][C:25]1[O:29][C:28]([CH:30]=[O:31])=[CH:27][CH:26]=1.C(=O)([O-])[O-].[Cs+].[Cs+].O. (3) Reactant: [CH2:1]([O:8][C:9]1[CH:14]=[CH:13][C:12]([CH2:15][C:16]([OH:18])=O)=[CH:11][CH:10]=1)[C:2]1[CH:7]=[CH:6][CH:5]=[CH:4][CH:3]=1.CN([C:22]([O:26][N:27]1N=NC2C=CC=C[C:28]1=2)=[N+](C)C)C.F[P-](F)(F)(F)(F)F.Cl.CNOC.CCN(C(C)C)C(C)C. Product: [CH2:1]([O:8][C:9]1[CH:10]=[CH:11][C:12]([CH2:15][C:16]([N:27]([O:26][CH3:22])[CH3:28])=[O:18])=[CH:13][CH:14]=1)[C:2]1[CH:3]=[CH:4][CH:5]=[CH:6][CH:7]=1. The catalyst class is: 39. (4) Reactant: [CH2:1]([N:8]1[CH2:13][CH2:12][N:11]([C:14]([O:16][C:17]([CH3:20])([CH3:19])[CH3:18])=[O:15])[C@H:10]([CH:21]=[O:22])[CH2:9]1)[C:2]1[CH:7]=[CH:6][CH:5]=[CH:4][CH:3]=1.[CH:23]([Mg]Br)([CH3:25])[CH3:24].[Cl-].[NH4+]. Product: [CH2:1]([N:8]1[CH2:13][CH2:12][N:11]([C:14]([O:16][C:17]([CH3:18])([CH3:19])[CH3:20])=[O:15])[C@H:10]([CH:21]([OH:22])[CH:23]([CH3:25])[CH3:24])[CH2:9]1)[C:2]1[CH:7]=[CH:6][CH:5]=[CH:4][CH:3]=1. The catalyst class is: 1.